This data is from Full USPTO retrosynthesis dataset with 1.9M reactions from patents (1976-2016). The task is: Predict the reactants needed to synthesize the given product. (1) Given the product [F:1][C:2]1[CH:7]=[C:6]([F:8])[CH:5]=[CH:4][C:3]=1[C@:9]12[CH2:18][O:17][C@@H:16]([CH2:19][O:20][CH2:21][CH3:22])[CH2:15][C@H:14]1[C@@H:13]([CH3:23])[S:12][C:11]([NH2:24])=[N:10]2, predict the reactants needed to synthesize it. The reactants are: [F:1][C:2]1[CH:7]=[C:6]([F:8])[CH:5]=[CH:4][C:3]=1[C@:9]12[CH2:18][O:17][C@@H:16]([CH2:19][O:20][CH2:21][CH3:22])[CH2:15][C@H:14]1[C@@H:13]([CH3:23])[S:12][C:11]([NH:24]C(=O)C1C=CC=CC=1)=[N:10]2.FC1C=C(F)C=CC=1[C@]12CO[C@@H](COC)C[C@H]1[C@@H](C)SC(NC(=O)C1C=CC=CC=1)=N2.FC1C=C(F)C=CC=1[C@]12CO[C@@H](COC)C[C@H]1[C@@H](C)SC(N)=N2. (2) Given the product [C:1]([C:3]1[CH:8]=[C:7]([F:9])[CH:6]=[CH:5][C:4]=1[CH2:10][C:11]([N:28]=[C:27]=[S:26])=[O:13])#[CH:2], predict the reactants needed to synthesize it. The reactants are: [C:1]([C:3]1[CH:8]=[C:7]([F:9])[CH:6]=[CH:5][C:4]=1[CH2:10][C:11]([OH:13])=O)#[CH:2].C(Cl)(=O)C(Cl)=O.CN(C=O)C.[Pb](SC#N)[S:26][C:27]#[N:28]. (3) Given the product [N-:68]([S:69]([C:72]([F:75])([F:73])[F:74])(=[O:71])=[O:70])[S:76]([C:79]([F:82])([F:81])[F:80])(=[O:78])=[O:77].[CH2:12]([N+:16]1[C:24]2[CH:23]=[CH:22][C:21]3[CH:25]=[CH:26][CH:27]=[CH:28][C:20]=3[C:19]=2[C:18]([CH3:29])([CH3:30])[C:17]=1[CH:31]=[CH:32][C:33]1[CH2:37][CH2:36][C:35](=[CH:38][CH:39]=[C:40]2[C:48]([CH3:49])([CH3:50])[C:47]3[C:46]4[CH:51]=[CH:52][CH:53]=[CH:54][C:45]=4[CH:44]=[CH:43][C:42]=3[N:41]2[CH2:55][CH2:56][CH2:57][CH3:58])[C:34]=1[S:59]([C:62]1[CH:63]=[CH:64][CH:65]=[CH:66][CH:67]=1)(=[O:61])=[O:60])[CH2:13][CH2:14][CH3:15], predict the reactants needed to synthesize it. The reactants are: C1(C)C=CC(S([O-])(=O)=O)=CC=1.[CH2:12]([N+:16]1[C:24]2[CH:23]=[CH:22][C:21]3[CH:25]=[CH:26][CH:27]=[CH:28][C:20]=3[C:19]=2[C:18]([CH3:30])([CH3:29])[C:17]=1[CH:31]=[CH:32][C:33]1[CH2:37][CH2:36][C:35](=[CH:38][CH:39]=[C:40]2[C:48]([CH3:50])([CH3:49])[C:47]3[C:46]4[CH:51]=[CH:52][CH:53]=[CH:54][C:45]=4[CH:44]=[CH:43][C:42]=3[N:41]2[CH2:55][CH2:56][CH2:57][CH3:58])[C:34]=1[S:59]([C:62]1[CH:67]=[CH:66][CH:65]=[CH:64][CH:63]=1)(=[O:61])=[O:60])[CH2:13][CH2:14][CH3:15].[N-:68]([S:76]([C:79]([F:82])([F:81])[F:80])(=[O:78])=[O:77])[S:69]([C:72]([F:75])([F:74])[F:73])(=[O:71])=[O:70].[Li+].C(C(C)=O)C(C)C. (4) Given the product [NH2:20][C:17]1[CH:16]=[CH:15][C:14]([CH2:13][NH:12][C:11]([O:10][C@H:9]([C:24]2[CH:29]=[CH:28][C:27]([O:30][CH:31]([F:32])[F:33])=[C:26]([O:34][CH2:35][CH:36]3[CH2:38][CH2:37]3)[CH:25]=2)[CH2:8][C:7]2[C:2]([Cl:1])=[CH:3][N+:4]([O-:40])=[CH:5][C:6]=2[Cl:39])=[O:23])=[CH:19][CH:18]=1, predict the reactants needed to synthesize it. The reactants are: [Cl:1][C:2]1[CH:3]=[N+:4]([O-:40])[CH:5]=[C:6]([Cl:39])[C:7]=1[CH2:8][C@@H:9]([C:24]1[CH:29]=[CH:28][C:27]([O:30][CH:31]([F:33])[F:32])=[C:26]([O:34][CH2:35][CH:36]2[CH2:38][CH2:37]2)[CH:25]=1)[O:10][C:11](=[O:23])[NH:12][CH2:13][C:14]1[CH:19]=[CH:18][C:17]([N+:20]([O-])=O)=[CH:16][CH:15]=1.CCOC(C)=O.